Dataset: Reaction yield outcomes from USPTO patents with 853,638 reactions. Task: Predict the reaction yield, written as a fraction of the theoretical maximum amount of product (1.0 means a 100% yield; for example, 0.34 means a 34% yield). (1) The reactants are [Br:1][C:2]1[CH:7]=[C:6](F)[C:5]([N+:9]([O-:11])=[O:10])=[CH:4][C:3]=1[F:12].O.[NH2:14][NH2:15]. The catalyst is C(O)C. The product is [Br:1][C:2]1[C:3]([F:12])=[CH:4][C:5]([N+:9]([O-:11])=[O:10])=[C:6]([NH:14][NH2:15])[CH:7]=1. The yield is 1.00. (2) The reactants are [CH3:1][C:2]1[N:3]=[C:4]2[C:9]([NH:10][CH2:11][C:12]3[C:17]([CH3:18])=[CH:16][CH:15]=[CH:14][C:13]=3[CH3:19])=[CH:8][CH:7]=[CH:6][N:5]2[C:20]=1[CH3:21].[N+:22]([O-])([OH:24])=[O:23]. The catalyst is C(O)(=O)C. The product is [CH3:19][C:13]1[CH:14]=[CH:15][CH:16]=[C:17]([CH3:18])[C:12]=1[CH2:11][NH:10][C:9]1[C:4]2[N:5]([C:20]([CH3:21])=[C:2]([CH3:1])[N:3]=2)[CH:6]=[CH:7][C:8]=1[N+:22]([O-:24])=[O:23]. The yield is 0.170.